Dataset: Reaction yield outcomes from USPTO patents with 853,638 reactions. Task: Predict the reaction yield, written as a fraction of the theoretical maximum amount of product (1.0 means a 100% yield; for example, 0.34 means a 34% yield). (1) The reactants are C(OC([NH:8][CH2:9][CH2:10][CH2:11][C:12]1[CH:13]=[C:14]([NH:17][C:18]2[C:27]3[C:22](=[CH:23][CH:24]=[CH:25][CH:26]=3)[N:21]=[C:20]([C:28]3[CH:33]=[CH:32][CH:31]=[CH:30][CH:29]=3)[N:19]=2)[NH:15][N:16]=1)=O)(C)(C)C.C(O)(C(F)(F)F)=O. The catalyst is ClCCl. The product is [NH2:8][CH2:9][CH2:10][CH2:11][C:12]1[CH:13]=[C:14]([NH:17][C:18]2[C:27]3[C:22](=[CH:23][CH:24]=[CH:25][CH:26]=3)[N:21]=[C:20]([C:28]3[CH:33]=[CH:32][CH:31]=[CH:30][CH:29]=3)[N:19]=2)[NH:15][N:16]=1. The yield is 0.630. (2) The catalyst is C1COCC1. The product is [CH2:1]([C:4]1[C:12]([O:13][CH2:40][CH2:39][Si:38]([CH3:43])([CH3:42])[CH3:37])=[C:11]2[C:7]([CH2:8][O:9][C:10]2=[O:14])=[C:6]([CH3:15])[C:5]=1[CH2:16][CH3:17])[CH:2]=[CH2:3]. The yield is 0.920. The reactants are [CH2:1]([C:4]1[C:12]([OH:13])=[C:11]2[C:7]([CH2:8][O:9][C:10]2=[O:14])=[C:6]([CH3:15])[C:5]=1[CH2:16][CH3:17])[CH:2]=[CH2:3].C1C=CC(P(C2C=CC=CC=2)C2C=CC=CC=2)=CC=1.[CH3:37][Si:38]([CH3:43])([CH3:42])[CH2:39][CH2:40]O.N(C(OC(C)C)=O)=NC(OC(C)C)=O. (3) The reactants are [CH3:1][O:2][C:3](=[O:11])[C:4]1[CH:9]=[CH:8][C:7]([NH2:10])=[CH:6][CH:5]=1.[C:12]1([C:18]2[CH:25]=[CH:24][C:21]([CH:22]=O)=[CH:20][CH:19]=2)[CH2:17][CH2:16][CH2:15][CH2:14][CH:13]=1.C1(C)C=CC(S(O)(=O)=O)=CC=1.[BH4-].[Na+]. The catalyst is CO. The product is [CH3:1][O:2][C:3](=[O:11])[C:4]1[CH:9]=[CH:8][C:7]([NH:10][CH2:22][C:21]2[CH:24]=[CH:25][C:18]([C:12]3[CH2:17][CH2:16][CH2:15][CH2:14][CH:13]=3)=[CH:19][CH:20]=2)=[CH:6][CH:5]=1. The yield is 0.580. (4) The yield is 0.770. The catalyst is C1COCC1.C(Cl)Cl. The product is [C:1]([O:5][C:6](=[O:7])[NH:8][CH2:9][C:10]1([CH2:15][OH:16])[CH2:14][CH2:13][CH2:12][CH2:11]1)([CH3:4])([CH3:2])[CH3:3]. The reactants are [C:1]([O:5][C:6]([NH:8][CH2:9][C:10]1([C:15](OC)=[O:16])[CH2:14][CH2:13][CH2:12][CH2:11]1)=[O:7])([CH3:4])([CH3:3])[CH3:2].[H-].C([Al+]CC(C)C)C(C)C.CCOCC. (5) The reactants are [N:1]1[C:10]2[C:5](=[CH:6][CH:7]=[CH:8][CH:9]=2)[N:4]=[CH:3][C:2]=1[N:11]1[CH2:22][CH2:21][C:14]2([C:19](=[O:20])[NH:18][CH2:17][CH2:16][CH2:15]2)[CH2:13][CH2:12]1.C1COCC1.Br[CH2:29][C:30]1[CH:38]=[CH:37][CH:36]=[C:35]2[C:31]=1[CH:32]=[CH:33][N:34]2S(C1C=CC(C)=CC=1)(=O)=O. The catalyst is [NH4+].[Cl-]. The yield is 0.550. The product is [NH:34]1[C:35]2[C:31](=[C:30]([CH2:29][N:18]3[CH2:17][CH2:16][CH2:15][C:14]4([CH2:21][CH2:22][N:11]([C:2]5[CH:3]=[N:4][C:5]6[C:10](=[CH:9][CH:8]=[CH:7][CH:6]=6)[N:1]=5)[CH2:12][CH2:13]4)[C:19]3=[O:20])[CH:38]=[CH:37][CH:36]=2)[CH:32]=[CH:33]1.